Predict the reactants needed to synthesize the given product. From a dataset of Full USPTO retrosynthesis dataset with 1.9M reactions from patents (1976-2016). (1) Given the product [Si:5]([O:8][CH2:9][CH2:10][O:11][C:12]1[CH:17]=[C:16]([N+:18]([O-:20])=[O:19])[CH:15]=[CH:14][C:13]=1[N:26]1[CH2:27][CH2:28][N:23]([CH3:22])[CH2:24][CH2:25]1)([C:1]([CH3:4])([CH3:3])[CH3:2])([CH3:7])[CH3:6], predict the reactants needed to synthesize it. The reactants are: [C:1]([Si:5]([O:8][CH2:9][CH2:10][O:11][C:12]1[CH:17]=[C:16]([N+:18]([O-:20])=[O:19])[CH:15]=[CH:14][C:13]=1Cl)([CH3:7])[CH3:6])([CH3:4])([CH3:3])[CH3:2].[CH3:22][N:23]1[CH2:28][CH2:27][NH:26][CH2:25][CH2:24]1.O. (2) The reactants are: [Br:1][C:2]1[CH:10]=[C:9]2[C:5]([CH2:6][C:7]3([CH2:16][CH2:15][CH:14]([OH:17])[CH2:13][CH2:12]3)[C:8]2=[O:11])=[CH:4][CH:3]=1.FS([C:22](C(O)=O)([F:24])[F:23])(=O)=O. Given the product [CH2:6]([CH:6]1[C:5]2[C:9](=[CH:10][C:2]([Br:1])=[CH:3][CH:4]=2)[C:8](=[O:11])[C:7]21[CH2:16][CH2:15][CH:14]([O:17][CH:22]([F:24])[F:23])[CH2:13][CH2:12]2)[C:5]1[CH:9]=[CH:10][CH:2]=[CH:3][CH:4]=1, predict the reactants needed to synthesize it. (3) Given the product [N+:1]([C:4]1[CH:13]=[CH:12][CH:11]=[C:10]2[C:5]=1[CH:6]=[CH:7][NH:8][C:9]2=[O:17])([O-:3])=[O:2], predict the reactants needed to synthesize it. The reactants are: [N+:1]([C:4]1[CH:13]=[CH:12][CH:11]=[C:10]2[C:5]=1[CH:6]=[CH:7][N+:8]([O-])=[CH:9]2)([O-:3])=[O:2].C(OC(=O)C)(=[O:17])C. (4) Given the product [C:1]([O:7][C@@H:8]1[C@@H:14]([O:15][C:16](=[O:21])[C:17]([CH3:18])([CH3:20])[CH3:19])[C@H:13]([O:22][C:23](=[O:28])[C:24]([CH3:27])([CH3:26])[CH3:25])[C@@H:12]([CH2:29][O:30][C:31](=[O:36])[C:32]([CH3:35])([CH3:34])[CH3:33])[O:11][CH:9]1[O:10][CH2:52][C:51]([OH:54])=[O:50])(=[O:6])[C:2]([CH3:5])([CH3:4])[CH3:3], predict the reactants needed to synthesize it. The reactants are: [C:1]([O:7][C@@H:8]1[C@@H:14]([O:15][C:16](=[O:21])[C:17]([CH3:20])([CH3:19])[CH3:18])[C@H:13]([O:22][C:23](=[O:28])[C:24]([CH3:27])([CH3:26])[CH3:25])[C@@H:12]([CH2:29][O:30][C:31](=[O:36])[C:32]([CH3:35])([CH3:34])[CH3:33])[O:11][CH:9]1[OH:10])(=[O:6])[C:2]([CH3:5])([CH3:4])[CH3:3].CC(C)([O-])C.[K+].C([O:50][C:51](=[O:54])[CH2:52]Br)C1C=CC=CC=1.C1(C)C=CC=CC=1. (5) Given the product [Cl:1][C:2](=[N:16][O:17][S:19]([CH3:18])(=[O:21])=[O:20])[CH:3]1[CH2:4][CH2:5][N:6]([C:9]([O:11][C:12]([CH3:13])([CH3:14])[CH3:15])=[O:10])[CH2:7][CH2:8]1, predict the reactants needed to synthesize it. The reactants are: [Cl:1][C:2](=[N:16][OH:17])[CH:3]1[CH2:8][CH2:7][N:6]([C:9]([O:11][C:12]([CH3:15])([CH3:14])[CH3:13])=[O:10])[CH2:5][CH2:4]1.[CH3:18][S:19](Cl)(=[O:21])=[O:20].C(N(CC)CC)C.